From a dataset of Catalyst prediction with 721,799 reactions and 888 catalyst types from USPTO. Predict which catalyst facilitates the given reaction. Reactant: C([O:5][C:6]([C:8]1[C:9]([C:25]2[CH:30]=[CH:29][CH:28]=[CH:27][CH:26]=2)=[N:10][O:11][C:12]=1[C:13]1[CH:18]=[CH:17][C:16]([CH2:19][C:20]([O:22][CH3:23])=[O:21])=[CH:15][C:14]=1[Cl:24])=[O:7])(C)(C)C. Product: [Cl:24][C:14]1[CH:15]=[C:16]([CH2:19][C:20]([O:22][CH3:23])=[O:21])[CH:17]=[CH:18][C:13]=1[C:12]1[O:11][N:10]=[C:9]([C:25]2[CH:26]=[CH:27][CH:28]=[CH:29][CH:30]=2)[C:8]=1[C:6]([OH:7])=[O:5]. The catalyst class is: 55.